Task: Predict the reactants needed to synthesize the given product.. Dataset: Full USPTO retrosynthesis dataset with 1.9M reactions from patents (1976-2016) Given the product [C:1]([C:3]1[CH:4]=[C:5]([N:9]([S:10]([C:13]2[CH:18]=[CH:17][CH:16]=[CH:15][C:14]=2[N+:19]([O-:21])=[O:20])(=[O:12])=[O:11])[CH2:29][C:30]([O:32][C:33]([CH3:36])([CH3:35])[CH3:34])=[O:31])[CH:6]=[CH:7][CH:8]=1)#[N:2], predict the reactants needed to synthesize it. The reactants are: [C:1]([C:3]1[CH:4]=[C:5]([NH:9][S:10]([C:13]2[CH:18]=[CH:17][CH:16]=[CH:15][C:14]=2[N+:19]([O-:21])=[O:20])(=[O:12])=[O:11])[CH:6]=[CH:7][CH:8]=1)#[N:2].C(=O)([O-])[O-].[Cs+].[Cs+].Br[CH2:29][C:30]([O:32][C:33]([CH3:36])([CH3:35])[CH3:34])=[O:31].Cl.